Dataset: Forward reaction prediction with 1.9M reactions from USPTO patents (1976-2016). Task: Predict the product of the given reaction. Given the reactants Cl[C:2]1[N:7]=[C:6]([CH2:8][C:9]2[C:14]([Cl:15])=[CH:13][CH:12]=[CH:11][C:10]=2[Cl:16])[N:5]=[C:4]([NH:17][C:18]2[CH:25]=[CH:24][C:21]([C:22]#[N:23])=[CH:20][CH:19]=2)[N:3]=1.[NH2:26][CH2:27][C:28]([NH2:30])=[O:29].C(N(CC)C(C)C)(C)C, predict the reaction product. The product is: [C:22]([C:21]1[CH:20]=[CH:19][C:18]([NH:17][C:4]2[N:5]=[C:6]([CH2:8][C:9]3[C:14]([Cl:15])=[CH:13][CH:12]=[CH:11][C:10]=3[Cl:16])[N:7]=[C:2]([NH:26][CH2:27][C:28]([NH2:30])=[O:29])[N:3]=2)=[CH:25][CH:24]=1)#[N:23].